This data is from Forward reaction prediction with 1.9M reactions from USPTO patents (1976-2016). The task is: Predict the product of the given reaction. (1) Given the reactants Cl.[N:2]12[CH2:9][CH2:8][CH:5]([CH2:6][CH2:7]1)[C@@H:4]([NH:10][C:11]([C:13]1[O:14][C:15]3[C:21]([C:22]4[CH:27]=[CH:26][CH:25]=[CH:24][C:23]=4[O:28][CH3:29])=[CH:20][CH:19]=[CH:18][C:16]=3[CH:17]=1)=[O:12])[CH2:3]2, predict the reaction product. The product is: [N:2]12[CH2:7][CH2:6][CH:5]([CH2:8][CH2:9]1)[C@@H:4]([NH:10][C:11]([C:13]1[O:14][C:15]3[C:21]([C:22]4[CH:27]=[CH:26][CH:25]=[CH:24][C:23]=4[O:28][CH3:29])=[CH:20][CH:19]=[CH:18][C:16]=3[CH:17]=1)=[O:12])[CH2:3]2. (2) Given the reactants [CH3:1][S:2]([C:5]1[CH:10]=[CH:9][C:8]([CH:11]([CH2:16][CH:17]2[CH2:21][CH2:20][O:19][CH2:18]2)[C:12]([O:14]C)=[O:13])=[CH:7][CH:6]=1)(=[O:4])=[O:3].[OH-].[Na+].Cl, predict the reaction product. The product is: [CH3:1][S:2]([C:5]1[CH:6]=[CH:7][C:8]([CH:11]([CH2:16][CH:17]2[CH2:21][CH2:20][O:19][CH2:18]2)[C:12]([OH:14])=[O:13])=[CH:9][CH:10]=1)(=[O:4])=[O:3]. (3) Given the reactants [Li+].CC([N-]C(C)C)C.[CH2:9]([N:16]1[CH2:20][CH2:19][CH2:18][CH2:17]1)[C:10]1[CH:15]=[CH:14][CH:13]=[CH:12][CH:11]=1.[CH2:21]([O:23][C:24]([C:26]1([C:29](OCC)=[O:30])[CH2:28][CH2:27]1)=[O:25])[CH3:22].C1C[O:37]CC1, predict the reaction product. The product is: [CH2:21]([O:23][C:24]([C:26]1([C:29](=[C:18]2[CH2:19][CH2:20][N:16]([CH2:9][C:10]3[CH:15]=[CH:14][CH:13]=[CH:12][CH:11]=3)[C:17]2=[O:37])[OH:30])[CH2:27][CH2:28]1)=[O:25])[CH3:22]. (4) Given the reactants [CH3:1][C:2]([CH3:18])([CH3:17])[CH2:3][NH:4][C:5]1[CH:12]=[CH:11][C:8]([C:9]#[N:10])=[C:7]([C:13]([F:16])([F:15])[F:14])[CH:6]=1.Br[CH2:20][CH2:21][CH2:22][O:23][Si](C(C)(C)C)(C)C, predict the reaction product. The product is: [CH3:1][C:2]([CH3:18])([CH3:17])[CH2:3][N:4]([CH2:20][CH2:21][CH2:22][OH:23])[C:5]1[CH:12]=[CH:11][C:8]([C:9]#[N:10])=[C:7]([C:13]([F:14])([F:15])[F:16])[CH:6]=1. (5) Given the reactants [Cl-:1].[Cl:2][CH2:3][CH:4]([OH:10])[CH2:5][N+:6]([CH3:9])([CH3:8])[CH3:7].[CH2:11]([N:13]([CH2:20][CH3:21])[CH2:14][CH2:15][O:16][CH2:17][CH2:18][OH:19])[CH3:12], predict the reaction product. The product is: [Cl-:2].[CH2:20]([N+:13]([CH2:11][CH3:12])([CH2:14][CH2:15][O:16][CH2:17][CH2:18][OH:19])[CH2:3][CH:4]([OH:10])[CH2:5][N+:6]([CH3:9])([CH3:8])[CH3:7])[CH3:21].[Cl-:1].